Dataset: Catalyst prediction with 721,799 reactions and 888 catalyst types from USPTO. Task: Predict which catalyst facilitates the given reaction. (1) Product: [Br:1][C:2]1[CH:8]=[C:7]([Cl:9])[CH:6]=[C:5]2[C:3]=1[NH:4][N:11]=[CH:10]2. Reactant: [Br:1][C:2]1[CH:8]=[C:7]([Cl:9])[CH:6]=[C:5]([CH3:10])[C:3]=1[NH2:4].[N:11]([O-])=O.[Na+]. The catalyst class is: 86. (2) Reactant: [Br:1][C:2]1[CH:3]=[C:4]2[C:8](=[CH:9][CH:10]=1)[NH:7][CH:6]=[C:5]2/[C:11](/[C:23]#[N:24])=[CH:12]/[C:13]1[CH:14]=[C:15]([CH:18]=[CH:19][C:20]=1[O:21][CH3:22])[C:16]#[N:17].C1COCC1.[H-].[Na+].[C:32](Cl)(=[O:37])[C:33]([CH3:36])([CH3:35])[CH3:34]. Product: [Br:1][C:2]1[CH:3]=[C:4]2[C:8](=[CH:9][CH:10]=1)[N:7]([C:32](=[O:37])[C:33]([CH3:36])([CH3:35])[CH3:34])[CH:6]=[C:5]2/[C:11](/[C:23]#[N:24])=[CH:12]/[C:13]1[CH:14]=[C:15]([CH:18]=[CH:19][C:20]=1[O:21][CH3:22])[C:16]#[N:17]. The catalyst class is: 25. (3) Reactant: C([O:4][CH2:5][C:6]([NH:8][C:9]1[CH:10]=[N:11][C:12]([Br:19])=[CH:13][C:14]=1[NH:15][CH:16]([CH3:18])[CH3:17])=O)(=O)C.C(=O)([O-])[O-].[K+].[K+]. Product: [Br:19][C:12]1[N:11]=[CH:10][C:9]2[N:8]=[C:6]([CH2:5][OH:4])[N:15]([CH:16]([CH3:18])[CH3:17])[C:14]=2[CH:13]=1. The catalyst class is: 35. (4) Reactant: [CH3:1][NH:2][CH3:3].[CH:4]([O:7][C:8]([N:10]1[C:19]2[C:14](=[N:15][C:16](Br)=[CH:17][CH:18]=2)[C@H:13]([N:21]([C:37](=[O:39])[CH3:38])[CH2:22][C:23]2[CH:28]=[C:27]([C:29]([F:32])([F:31])[F:30])[CH:26]=[C:25]([C:33]([F:36])([F:35])[F:34])[CH:24]=2)[CH2:12][C@@H:11]1[CH2:40][CH3:41])=[O:9])([CH3:6])[CH3:5]. Product: [CH:4]([O:7][C:8]([N:10]1[C:19]2[C:14](=[N:15][C:16]([N:2]([CH3:3])[CH3:1])=[CH:17][CH:18]=2)[C@H:13]([N:21]([C:37](=[O:39])[CH3:38])[CH2:22][C:23]2[CH:28]=[C:27]([C:29]([F:32])([F:31])[F:30])[CH:26]=[C:25]([C:33]([F:36])([F:35])[F:34])[CH:24]=2)[CH2:12][C@@H:11]1[CH2:40][CH3:41])=[O:9])([CH3:6])[CH3:5]. The catalyst class is: 374. (5) Reactant: [C:1]([N:9]1[C:14](=[O:15])[C:13]([I:16])=[CH:12][N:11]([CH2:17][CH2:18][CH:19]=O)[C:10]1=[O:21])(=[O:8])[C:2]1[CH:7]=[CH:6][CH:5]=[CH:4][CH:3]=1.[F:22][C:23]([F:37])([F:36])[C:24]1[CH:29]=[CH:28][C:27]([C@:30]23[CH2:35][C@H:34]2[CH2:33][NH:32][CH2:31]3)=[CH:26][CH:25]=1.CC(O)=O.[BH-](OC(C)=O)(OC(C)=O)OC(C)=O.[Na+]. The catalyst class is: 46. Product: [C:1]([N:9]1[C:14](=[O:15])[C:13]([I:16])=[CH:12][N:11]([CH2:17][CH2:18][CH2:19][N:32]2[CH2:33][C@H:34]3[C@:30]([C:27]4[CH:26]=[CH:25][C:24]([C:23]([F:22])([F:37])[F:36])=[CH:29][CH:28]=4)([CH2:35]3)[CH2:31]2)[C:10]1=[O:21])(=[O:8])[C:2]1[CH:7]=[CH:6][CH:5]=[CH:4][CH:3]=1. (6) Reactant: [CH2:1]([C:4]1[S:29][C:7]2[N:8]=[C:9]([O:25][CH2:26][CH2:27][NH2:28])[N:10]=[C:11]([N:12]3[CH2:17][CH2:16][N:15]4[C:18]([C:21]([F:24])([F:23])[F:22])=[N:19][N:20]=[C:14]4[CH2:13]3)[C:6]=2[CH:5]=1)[CH2:2][CH3:3].C(N(C(C)C)CC)(C)C.[CH3:39][S:40](Cl)(=[O:42])=[O:41]. Product: [CH2:1]([C:4]1[S:29][C:7]2[N:8]=[C:9]([O:25][CH2:26][CH2:27][NH:28][S:40]([CH3:39])(=[O:42])=[O:41])[N:10]=[C:11]([N:12]3[CH2:17][CH2:16][N:15]4[C:18]([C:21]([F:22])([F:24])[F:23])=[N:19][N:20]=[C:14]4[CH2:13]3)[C:6]=2[CH:5]=1)[CH2:2][CH3:3]. The catalyst class is: 4. (7) Reactant: Br[C:2]1[CH:3]=[N:4][N:5]([CH2:16][CH3:17])[C:6]=1[C:7]1[CH:8]=[C:9]([C:12]([O:14][CH3:15])=[O:13])[S:10][CH:11]=1.[CH2:18]([Sn](CCCC)(CCCC)C=C)[CH2:19]CC. The catalyst class is: 73. Product: [CH:18]([C:2]1[CH:3]=[N:4][N:5]([CH2:16][CH3:17])[C:6]=1[C:7]1[CH:8]=[C:9]([C:12]([O:14][CH3:15])=[O:13])[S:10][CH:11]=1)=[CH2:19]. (8) Reactant: [C:1]([O:5][C:6]([N:8]1[CH2:13][CH2:12][C:11](=[C:14]([C:20]2[CH:25]=[CH:24][CH:23]=[CH:22][CH:21]=2)[C:15]#[C:16][C:17](=O)[CH3:18])[CH2:10][CH2:9]1)=[O:7])([CH3:4])([CH3:3])[CH3:2].O.[NH2:27][NH2:28]. Product: [C:1]([O:5][C:6]([N:8]1[CH2:13][CH2:12][C:11](=[C:14]([C:20]2[CH:25]=[CH:24][CH:23]=[CH:22][CH:21]=2)[C:15]2[NH:28][N:27]=[C:17]([CH3:18])[CH:16]=2)[CH2:10][CH2:9]1)=[O:7])([CH3:4])([CH3:3])[CH3:2]. The catalyst class is: 14.